This data is from Human liver microsome stability data. The task is: Regression/Classification. Given a drug SMILES string, predict its absorption, distribution, metabolism, or excretion properties. Task type varies by dataset: regression for continuous measurements (e.g., permeability, clearance, half-life) or binary classification for categorical outcomes (e.g., BBB penetration, CYP inhibition). Dataset: hlm. (1) The result is 1 (stable in human liver microsomes). The compound is COc1ccc2[nH]c(C(=O)N3CC(=O)N(Cc4ccc5ccn(C6CC6)c5c4)[C@@H](Cc4ccccc4)C3)cc2c1. (2) The compound is N#Cc1ccccc1OC1CCN(C(=O)NCc2ccc(Cl)cc2Cl)CC1. The result is 1 (stable in human liver microsomes).